This data is from Catalyst prediction with 721,799 reactions and 888 catalyst types from USPTO. The task is: Predict which catalyst facilitates the given reaction. Reactant: Cl.[CH3:2][O:3][C:4]1[CH:5]=[C:6]([CH:11]=[CH:12][C:13]=1[C:14]1[O:18][C:17]([CH3:19])=[N:16][CH:15]=1)[C:7]([NH:9][NH2:10])=O.Cl.Cl[CH2:22][CH2:23][CH2:24][CH:25]([C:31]1[CH:36]=[CH:35][C:34]([Cl:37])=[C:33]([Cl:38])[CH:32]=1)[C:26](=[NH:30])OCC.N1C=CN=C1. Product: [Cl:38][C:33]1[CH:32]=[C:31]([CH:25]2[CH2:24][CH2:23][CH2:22][N:10]3[N:9]=[C:7]([C:6]4[CH:11]=[CH:12][C:13]([C:14]5[O:18][C:17]([CH3:19])=[N:16][CH:15]=5)=[C:4]([O:3][CH3:2])[CH:5]=4)[N:30]=[C:26]23)[CH:36]=[CH:35][C:34]=1[Cl:37]. The catalyst class is: 5.